This data is from Peptide-MHC class II binding affinity with 134,281 pairs from IEDB. The task is: Regression. Given a peptide amino acid sequence and an MHC pseudo amino acid sequence, predict their binding affinity value. This is MHC class II binding data. (1) The binding affinity (normalized) is 0.462. The MHC is DRB1_0101 with pseudo-sequence DRB1_0101. The peptide sequence is ALTIACMTVQGGETM. (2) The peptide sequence is SRWSSPDNVKPIYIV. The binding affinity (normalized) is 0. The MHC is HLA-DQA10401-DQB10402 with pseudo-sequence HLA-DQA10401-DQB10402. (3) The peptide sequence is PKDSDEFIPMKSSWG. The MHC is DRB1_1501 with pseudo-sequence DRB1_1501. The binding affinity (normalized) is 0.397. (4) The peptide sequence is RSLPPIVKDASIQVV. The MHC is HLA-DPA10201-DPB10101 with pseudo-sequence HLA-DPA10201-DPB10101. The binding affinity (normalized) is 0.404. (5) The peptide sequence is ARKVAATAANAAPAN. The MHC is DRB1_0701 with pseudo-sequence DRB1_0701. The binding affinity (normalized) is 0.495. (6) The peptide sequence is AAVLFAATAAAAAAV. The MHC is DRB1_0404 with pseudo-sequence DRB1_0404. The binding affinity (normalized) is 0.219. (7) The peptide sequence is IRWLIEEVRHRLRIT. The MHC is DRB4_0101 with pseudo-sequence DRB4_0103. The binding affinity (normalized) is 0.262.